From a dataset of Catalyst prediction with 721,799 reactions and 888 catalyst types from USPTO. Predict which catalyst facilitates the given reaction. (1) Reactant: [C:1]([CH2:3][C:4]1([N:21]2[CH:25]=[C:24]([C:26]3[C:27]4[CH:34]=[CH:33][N:32](COCC[Si](C)(C)C)[C:28]=4[N:29]=[CH:30][N:31]=3)[CH:23]=[N:22]2)[CH2:7][N:6]([C:8]2[CH:19]=[CH:18][C:11]([C:12]([NH:14][CH:15]([CH3:17])[CH3:16])=[O:13])=[C:10]([F:20])[CH:9]=2)[CH2:5]1)#[N:2].FC(F)(F)C(O)=O. Product: [C:1]([CH2:3][C:4]1([N:21]2[CH:25]=[C:24]([C:26]3[C:27]4[CH:34]=[CH:33][NH:32][C:28]=4[N:29]=[CH:30][N:31]=3)[CH:23]=[N:22]2)[CH2:7][N:6]([C:8]2[CH:19]=[CH:18][C:11]([C:12]([NH:14][CH:15]([CH3:17])[CH3:16])=[O:13])=[C:10]([F:20])[CH:9]=2)[CH2:5]1)#[N:2]. The catalyst class is: 2. (2) Reactant: Cl.[F:2][C:3]1([F:14])[CH2:7][NH:6][C@H:5]([CH:8]([CH3:13])[CH2:9][C:10]([OH:12])=[O:11])[CH2:4]1.Br[CH2:16][C:17]1[NH:22][C:21]([C:23]2[S:24][CH:25]=[CH:26][N:27]=2)=[N:20][C@@H:19]([C:28]2[CH:33]=[CH:32][C:31]([Cl:34])=[CH:30][C:29]=2[Cl:35])[C:18]=1[C:36]([O:38][CH2:39][CH3:40])=[O:37].C(=O)([O-])[O-].[K+].[K+]. Product: [Cl:35][C:29]1[CH:30]=[C:31]([Cl:34])[CH:32]=[CH:33][C:28]=1[C@@H:19]1[N:20]=[C:21]([C:23]2[S:24][CH:25]=[CH:26][N:27]=2)[NH:22][C:17]([CH2:16][N:6]2[CH2:7][C:3]([F:2])([F:14])[CH2:4][C@H:5]2[CH:8]([CH3:13])[CH2:9][C:10]([OH:12])=[O:11])=[C:18]1[C:36]([O:38][CH2:39][CH3:40])=[O:37]. The catalyst class is: 8.